Dataset: Forward reaction prediction with 1.9M reactions from USPTO patents (1976-2016). Task: Predict the product of the given reaction. (1) The product is: [C:1]([OH:11])(=[O:10])[CH2:2]/[CH:3]=[CH:4]/[CH2:5][CH2:6][CH2:7][CH2:8][CH3:9]. Given the reactants [C:1]([O:11]C)(=[O:10])[CH2:2]/[CH:3]=[CH:4]/[CH2:5][CH2:6][CH2:7][CH2:8][CH3:9].[Li+].[OH-], predict the reaction product. (2) Given the reactants Cl[C:2]1[N:3]=[C:4]([N:11]2[CH2:16][CH2:15][O:14][CH2:13][CH2:12]2)[C:5]2[CH:10]=[CH:9][NH:8][C:6]=2[N:7]=1.[OH:17][C:18]1[CH:19]=[C:20](B(O)O)[CH:21]=[CH:22][CH:23]=1, predict the reaction product. The product is: [N:11]1([C:4]2[C:5]3[CH:10]=[CH:9][NH:8][C:6]=3[N:7]=[C:2]([C:22]3[CH:23]=[C:18]([OH:17])[CH:19]=[CH:20][CH:21]=3)[N:3]=2)[CH2:16][CH2:15][O:14][CH2:13][CH2:12]1.